This data is from Full USPTO retrosynthesis dataset with 1.9M reactions from patents (1976-2016). The task is: Predict the reactants needed to synthesize the given product. (1) Given the product [O:1]=[C:2]1[C:5]2([CH2:10][CH2:9][N:8]([C:11]([O:13][C:14]([CH3:17])([CH3:16])[CH3:15])=[O:12])[CH2:7][CH2:6]2)[CH:4]([C:18]2[CH:19]=[CH:20][C:21]([Cl:24])=[CH:22][CH:23]=2)[N:3]1[CH:28]([CH3:30])[CH3:29], predict the reactants needed to synthesize it. The reactants are: [O:1]=[C:2]1[C:5]2([CH2:10][CH2:9][N:8]([C:11]([O:13][C:14]([CH3:17])([CH3:16])[CH3:15])=[O:12])[CH2:7][CH2:6]2)[CH:4]([C:18]2[CH:23]=[CH:22][C:21]([Cl:24])=[CH:20][CH:19]=2)[NH:3]1.[H-].[Na+].Br[CH:28]([CH3:30])[CH3:29]. (2) Given the product [Br:31][C:29]1[S:28][C:27]([C:32](=[O:33])[NH2:34])=[C:26]([NH:25][C:14]([C@@H:9]2[CH2:10][CH2:11][CH2:12][CH2:13][N:8]2[C:6]([O:5][C:1]([CH3:2])([CH3:3])[CH3:4])=[O:7])=[O:16])[CH:30]=1, predict the reactants needed to synthesize it. The reactants are: [C:1]([O:5][C:6]([N:8]1[CH2:13][CH2:12][CH2:11][CH2:10][C@H:9]1[C:14]([OH:16])=O)=[O:7])([CH3:4])([CH3:3])[CH3:2].C(Cl)(=O)OCC(C)C.[NH2:25][C:26]1[CH:30]=[C:29]([Br:31])[S:28][C:27]=1[C:32]([NH2:34])=[O:33].C(=O)([O-])O.[Na+]. (3) Given the product [CH3:4][CH2:3][N:5]=[C:6]=[N:7][CH2:8][CH2:9][CH2:10][N:11]([CH3:13])[CH3:12], predict the reactants needed to synthesize it. The reactants are: Cl.Cl.[CH2:3]([N:5]=[C:6]=[N:7][CH2:8][CH2:9][CH2:10][N:11]([CH3:13])[CH3:12])[CH3:4]. (4) Given the product [CH:11]([O:1][C:2]1[CH:3]=[C:4]([CH:7]=[CH:8][CH:9]=1)[CH:5]=[O:6])([CH3:13])[CH3:12], predict the reactants needed to synthesize it. The reactants are: [OH:1][C:2]1[CH:3]=[C:4]([CH:7]=[CH:8][CH:9]=1)[CH:5]=[O:6].I[CH:11]([CH3:13])[CH3:12].C(=O)([O-])[O-].[K+].[K+].O. (5) Given the product [OH:5][CH2:4][C@@H:2]([NH:1][C:12](=[O:13])[O:14][CH3:15])[CH3:3], predict the reactants needed to synthesize it. The reactants are: [NH2:1][C@H:2]([CH2:4][OH:5])[CH3:3].C(=O)(O)[O-].[Na+].Cl[C:12]([O:14][CH3:15])=[O:13]. (6) Given the product [F:37][S:34]([F:35])([F:36])([F:38])([F:39])[C:31]1[CH:32]=[CH:33][C:28]([CH:27]=[CH:26][C:23]2[O:24][CH:25]=[C:21]([CH2:20][O:18][C:15]3[CH:14]=[CH:13][C:12]([O:11][CH2:10][CH2:9][CH2:8][N:3]4[CH:7]=[CH:6][N:5]=[N:4]4)=[CH:17][CH:16]=3)[N:22]=2)=[CH:29][CH:30]=1, predict the reactants needed to synthesize it. The reactants are: [H-].[Na+].[N:3]1([CH2:8][CH2:9][CH2:10][O:11][C:12]2[CH:17]=[CH:16][C:15]([OH:18])=[CH:14][CH:13]=2)[CH:7]=[CH:6][N:5]=[N:4]1.Cl[CH2:20][C:21]1[N:22]=[C:23]([CH:26]=[CH:27][C:28]2[CH:33]=[CH:32][C:31]([S:34]([F:39])([F:38])([F:37])([F:36])[F:35])=[CH:30][CH:29]=2)[O:24][CH:25]=1.O.